Dataset: Reaction yield outcomes from USPTO patents with 853,638 reactions. Task: Predict the reaction yield, written as a fraction of the theoretical maximum amount of product (1.0 means a 100% yield; for example, 0.34 means a 34% yield). The reactants are [Cl:1][C:2]1[CH:7]=[CH:6][C:5]([NH:8][C:9]2[CH:16]=[CH:15][C:14]([CH:17]([CH3:19])[CH3:18])=[CH:13][C:10]=2[C:11]#[N:12])=[C:4]([N+:20]([O-])=O)[CH:3]=1.[Sn](Cl)Cl. The catalyst is C(O)C.Cl. The product is [ClH:1].[Cl:1][C:2]1[CH:7]=[CH:6][C:5]2[NH:8][C:9]3[CH:16]=[CH:15][C:14]([CH:17]([CH3:19])[CH3:18])=[CH:13][C:10]=3[C:11]([NH2:12])=[N:20][C:4]=2[CH:3]=1. The yield is 0.990.